This data is from Full USPTO retrosynthesis dataset with 1.9M reactions from patents (1976-2016). The task is: Predict the reactants needed to synthesize the given product. (1) Given the product [C:16]1([O:15][C:13](=[O:14])[NH:1][C:2]2[C:3]([C:8]([F:11])([F:9])[F:10])=[N:4][CH:5]=[CH:6][CH:7]=2)[CH:21]=[CH:20][CH:19]=[CH:18][CH:17]=1, predict the reactants needed to synthesize it. The reactants are: [NH2:1][C:2]1[C:3]([C:8]([F:11])([F:10])[F:9])=[N:4][CH:5]=[CH:6][CH:7]=1.Cl[C:13]([O:15][C:16]1[CH:21]=[CH:20][CH:19]=[CH:18][CH:17]=1)=[O:14]. (2) Given the product [CH:17]([C:20]1[C:21]([C:2]2[C:11]3[C:6](=[CH:7][C:8]([O:12][CH3:13])=[CH:9][CH:10]=3)[C:5]([CH:14]=[O:15])=[C:4]([CH3:16])[N:3]=2)=[C:22]2[C:26](=[CH:27][CH:28]=1)[NH:25][N:24]=[CH:23]2)([CH3:19])[CH3:18], predict the reactants needed to synthesize it. The reactants are: Cl[C:2]1[C:11]2[C:6](=[CH:7][C:8]([O:12][CH3:13])=[CH:9][CH:10]=2)[C:5]([CH:14]=[O:15])=[C:4]([CH3:16])[N:3]=1.[CH:17]([C:20]1[CH:28]=[CH:27][C:26]2[NH:25][N:24]=[CH:23][C:22]=2[C:21]=1B(O)O)([CH3:19])[CH3:18].C([O-])([O-])=O.[Na+].[Na+]. (3) Given the product [C:1]([C:3]1[C:4]([N:18]2[CH2:23][CH2:22][N:21]([C:25]([NH:24][CH2:27][C:28]3[CH:33]=[CH:32][C:31]([O:34][CH3:35])=[CH:30][CH:29]=3)=[O:26])[CH2:20][CH2:19]2)=[N:5][C:6]([C:14]([F:15])([F:17])[F:16])=[C:7]([CH:13]=1)[C:8]([O:10][CH2:11][CH3:12])=[O:9])#[N:2], predict the reactants needed to synthesize it. The reactants are: [C:1]([C:3]1[C:4]([N:18]2[CH2:23][CH2:22][NH:21][CH2:20][CH2:19]2)=[N:5][C:6]([C:14]([F:17])([F:16])[F:15])=[C:7]([CH:13]=1)[C:8]([O:10][CH2:11][CH3:12])=[O:9])#[N:2].[N:24]([CH2:27][C:28]1[CH:33]=[CH:32][C:31]([O:34][CH3:35])=[CH:30][CH:29]=1)=[C:25]=[O:26]. (4) The reactants are: C(O[C:6]([N:8]1[CH2:13][CH2:12][NH:11][CH2:10][CH2:9]1)=[O:7])(C)(C)C.C(N(C(C)C)CC)(C)C.[CH3:23][C:24]1[C:28](C(Cl)=O)=[C:27]([CH3:32])[O:26][N:25]=1. Given the product [CH3:23][C:24]1[C:28]([C:6]([N:8]2[CH2:9][CH2:10][NH:11][CH2:12][CH2:13]2)=[O:7])=[C:27]([CH3:32])[O:26][N:25]=1, predict the reactants needed to synthesize it. (5) Given the product [I:15][C:7]1[C:8]2[C:9](=[N:10][CH:11]=[N:12][C:13]=2[NH2:14])[N:5]([CH2:4][CH2:3][CH2:2][N:20]2[CH2:21][CH2:22][N:17]([CH3:16])[CH2:18][CH2:19]2)[N:6]=1, predict the reactants needed to synthesize it. The reactants are: Br[CH2:2][CH2:3][CH2:4][N:5]1[C:9]2=[N:10][CH:11]=[N:12][C:13]([NH2:14])=[C:8]2[C:7]([I:15])=[N:6]1.[CH3:16][N:17]1[CH2:22][CH2:21][NH:20][CH2:19][CH2:18]1.C(N(CC)CC)C. (6) Given the product [Br:19][C:17]1[S:18][C:11]2[C:10]([Cl:9])=[N:15][CH:14]=[N:13][C:12]=2[CH:16]=1, predict the reactants needed to synthesize it. The reactants are: C(NC(C)C)(C)C.[Li].[Cl:9][C:10]1[C:11]2[S:18][CH:17]=[CH:16][C:12]=2[N:13]=[CH:14][N:15]=1.[Br:19]C(F)(F)C(Br)(F)F.O. (7) Given the product [CH:6]([C:5]1[CH:8]=[CH:9][C:2]([O:1][CH:11]2[CH2:12][N:13]([C:15]([O:17][C:18]([CH3:21])([CH3:20])[CH3:19])=[O:16])[CH2:14]2)=[CH:3][CH:4]=1)=[O:7], predict the reactants needed to synthesize it. The reactants are: [OH:1][C:2]1[CH:9]=[CH:8][C:5]([CH:6]=[O:7])=[CH:4][CH:3]=1.I[CH:11]1[CH2:14][N:13]([C:15]([O:17][C:18]([CH3:21])([CH3:20])[CH3:19])=[O:16])[CH2:12]1. (8) Given the product [NH2:1][C@@H:2]1[C@@H:7]([O:8][C@H:9]([CH3:22])[C:10]([NH:12][C@@H:13]([CH3:21])[CH2:14][C:15]2[CH:16]=[CH:17][CH:18]=[CH:19][CH:20]=2)=[O:11])[C@H:6]([OH:23])[C@@H:5]([CH2:24][OH:25])[O:4][CH:3]1[OH:26], predict the reactants needed to synthesize it. The reactants are: [NH2:1][C@@H:2]1[C@@H:7]([O:8][C@H:9]([CH3:22])[C:10]([NH:12][C@@H:13]([CH3:21])[CH2:14][C:15]2[CH:20]=[CH:19][CH:18]=[CH:17][CH:16]=2)=[O:11])[C@H:6]([OH:23])[C@@H:5]([CH2:24][OH:25])[O:4][C@H:3]1[O:26]CC1C=CC=CC=1.O. (9) Given the product [F:37][C:6]([F:5])([F:36])[C:7]1[CH:8]=[C:9]([C@H:17]2[O:21][C:20](=[O:22])[N:19]([CH2:23][C:24]3[C:33]([I:34])=[CH:32][C:31]4[C:26](=[CH:27][CH:28]=[CH:29][C:30]=4[N+:1]([O-:4])=[O:2])[CH:25]=3)[C@H:18]2[CH3:35])[CH:10]=[C:11]([C:13]([F:15])([F:16])[F:14])[CH:12]=1, predict the reactants needed to synthesize it. The reactants are: [N+:1]([O-:4])(O)=[O:2].[F:5][C:6]([F:37])([F:36])[C:7]1[CH:8]=[C:9]([C@H:17]2[O:21][C:20](=[O:22])[N:19]([CH2:23][C:24]3[C:33]([I:34])=[CH:32][C:31]4[C:26](=[CH:27][CH:28]=[CH:29][CH:30]=4)[CH:25]=3)[C@H:18]2[CH3:35])[CH:10]=[C:11]([C:13]([F:16])([F:15])[F:14])[CH:12]=1. (10) Given the product [Br:1][C:2]1[CH:7]=[CH:6][C:5]([C@@H:8]([NH:18][CH3:16])[CH2:9][N:10]2[CH2:14][CH2:13][CH2:12][CH2:11]2)=[CH:4][CH:3]=1, predict the reactants needed to synthesize it. The reactants are: [Br:1][C:2]1[CH:7]=[CH:6][C:5]([C@@H:8](O)[CH2:9][N:10]2[CH2:14][CH2:13][CH2:12][CH2:11]2)=[CH:4][CH:3]=1.[CH2:16]([N:18](CC)CC)C.CS(Cl)(=O)=O.CN.